From a dataset of Forward reaction prediction with 1.9M reactions from USPTO patents (1976-2016). Predict the product of the given reaction. (1) Given the reactants [NH2:1][C:2]1[CH:3]=[C:4]([CH2:8][S:9]([N:12]([CH3:14])[CH3:13])(=[O:11])=[O:10])[CH:5]=[CH:6][CH:7]=1.Cl[C:16]1[CH:21]=[C:20]([C:22]2[CH:27]=[CH:26][CH:25]=[CH:24][C:23]=2[O:28][CH3:29])[N:19]=[CH:18][N:17]=1, predict the reaction product. The product is: [CH3:29][O:28][C:23]1[CH:24]=[CH:25][CH:26]=[CH:27][C:22]=1[C:20]1[N:19]=[CH:18][N:17]=[C:16]([NH:1][C:2]2[CH:3]=[C:4]([CH2:8][S:9]([N:12]([CH3:14])[CH3:13])(=[O:11])=[O:10])[CH:5]=[CH:6][CH:7]=2)[CH:21]=1. (2) Given the reactants [S:1](=[O:5])(=[O:4])([OH:3])[OH:2].[NH4+:6].[NH4+].[O-:8][S:9]([O:12][O:13][S:14]([O-:17])(=[O:16])=[O:15])(=[O:11])=[O:10], predict the reaction product. The product is: [NH4+:6].[NH4+:6].[O-:11][S:9]([O:12][O:13][S:14]([O-:17])(=[O:16])=[O:15])(=[O:10])=[O:8].[S:1](=[O:3])(=[O:2])([OH:5])[OH:4]. (3) Given the reactants Cl[C:2]1[C:11]2=[N:12][N:13](CC3C=CC(OC)=CC=3)[CH:14]=[C:10]2[C:9]2[CH:8]=[C:7]([O:24][CH3:25])[CH:6]=[CH:5][C:4]=2[N:3]=1.[NH2:26][C:27]1[CH:32]=[CH:31][C:30]([NH:33][C:34]([NH:36][C:37]2[CH:38]=[C:39]([CH3:43])[CH:40]=[CH:41][CH:42]=2)=[O:35])=[CH:29][CH:28]=1.Cl, predict the reaction product. The product is: [CH3:25][O:24][C:7]1[CH:6]=[CH:5][C:4]2[N:3]=[C:2]([NH:26][C:27]3[CH:28]=[CH:29][C:30]([NH:33][C:34]([NH:36][C:37]4[CH:38]=[C:39]([CH3:43])[CH:40]=[CH:41][CH:42]=4)=[O:35])=[CH:31][CH:32]=3)[C:11]3=[N:12][NH:13][CH:14]=[C:10]3[C:9]=2[CH:8]=1. (4) The product is: [C:1]([O:5][CH2:6][CH2:7][O:8][C:9]1[CH:10]=[CH:11][CH:12]=[CH:13][CH:14]=1)(=[O:4])[CH:2]=[CH2:3].[C:15]([O:19][CH2:20][C:21]1[CH:26]=[CH:25][CH:24]=[CH:23][CH:22]=1)(=[O:18])[CH:16]=[CH2:17].[C:27]([O:32][CH3:33])(=[O:31])[C:28]([CH3:30])=[CH2:29].[C:34]([OH:38])(=[O:37])[CH:35]=[CH2:36]. Given the reactants [C:1]([O:5][CH2:6][CH2:7][O:8][C:9]1[CH:14]=[CH:13][CH:12]=[CH:11][CH:10]=1)(=[O:4])[CH:2]=[CH2:3].[C:15]([O:19][CH2:20][C:21]1[CH:26]=[CH:25][CH:24]=[CH:23][CH:22]=1)(=[O:18])[CH:16]=[CH2:17].[C:27]([O:32][CH3:33])(=[O:31])[C:28]([CH3:30])=[CH2:29].[C:34]([OH:38])(=[O:37])[CH:35]=[CH2:36].N(C(C)(C)C(OC)=O)=NC(C)(C)C(OC)=O, predict the reaction product. (5) Given the reactants [CH:1]1([CH:7]([OH:11])[C:8](C)=[CH2:9])[CH2:6][CH2:5][CH2:4][CH2:3][CH2:2]1.C(O[Al](OCCC)OCCC)CC, predict the reaction product. The product is: [CH:1]1([C:7](=[O:11])[CH:8]=[CH2:9])[CH2:6][CH2:5][CH2:4][CH2:3][CH2:2]1.